From a dataset of Forward reaction prediction with 1.9M reactions from USPTO patents (1976-2016). Predict the product of the given reaction. (1) Given the reactants ClC1N=C(Cl)C(C(OCC)=O)=CN=1.CN.[CH3:16][N:17](C)[C:18]1[C:23]([C:24]([O:26][CH2:27][CH3:28])=[O:25])=[CH:22][N:21]=[C:20]([S:29][CH2:30][CH2:31][CH3:32])[N:19]=1, predict the reaction product. The product is: [CH3:16][NH:17][C:18]1[C:23]([C:24]([O:26][CH2:27][CH3:28])=[O:25])=[CH:22][N:21]=[C:20]([S:29][CH2:30][CH2:31][CH3:32])[N:19]=1. (2) Given the reactants Br[C:2]1[C:3]([NH:14][C:15]2[C:24]3[C:19](=[CH:20][C:21]([F:26])=[CH:22][C:23]=3[F:25])[N:18]=[C:17]([C:27]3[CH:32]=[CH:31][CH:30]=[CH:29][N:28]=3)[C:16]=2[CH3:33])=[CH:4][C:5]([N:8]2[CH2:13][CH2:12][O:11][CH2:10][CH2:9]2)=[N:6][CH:7]=1.[F:34][CH:35]([F:52])[O:36][C:37]1[CH:38]=[C:39](B2OC(C)(C)C(C)(C)O2)[CH:40]=[CH:41][CH:42]=1.C1(P(C2CCCCC2)C2CCCCC2)CCCCC1.[O-]P([O-])([O-])=O.[K+].[K+].[K+], predict the reaction product. The product is: [F:34][CH:35]([F:52])[O:36][C:37]1[CH:42]=[C:41]([C:2]2[C:3]([NH:14][C:15]3[C:24]4[C:19](=[CH:20][C:21]([F:26])=[CH:22][C:23]=4[F:25])[N:18]=[C:17]([C:27]4[CH:32]=[CH:31][CH:30]=[CH:29][N:28]=4)[C:16]=3[CH3:33])=[CH:4][C:5]([N:8]3[CH2:13][CH2:12][O:11][CH2:10][CH2:9]3)=[N:6][CH:7]=2)[CH:40]=[CH:39][CH:38]=1. (3) Given the reactants [C:1]([C:10]1[CH:15]=[CH:14][C:13]([C:16]2[CH:21]=[CH:20][C:19]([C:22]([O:24][CH3:25])=[O:23])=[CH:18][CH:17]=2)=[CH:12][CH:11]=1)#[C:2][CH2:3][CH2:4][CH2:5][CH2:6][CH2:7][CH2:8][CH3:9].C1COCC1, predict the reaction product. The product is: [CH2:1]([C:10]1[CH:15]=[CH:14][C:13]([C:16]2[CH:17]=[CH:18][C:19]([C:22]([O:24][CH3:25])=[O:23])=[CH:20][CH:21]=2)=[CH:12][CH:11]=1)[CH2:2][CH2:3][CH2:4][CH2:5][CH2:6][CH2:7][CH2:8][CH3:9]. (4) Given the reactants [CH2:1]([O:4][C:5](=[O:24])[CH:6]([CH2:13][C:14]1[CH:19]=[CH:18][CH:17]=[C:16]([C:20]([F:23])([F:22])[F:21])[CH:15]=1)[C:7]([O:9][CH2:10][CH:11]=[CH2:12])=[O:8])[CH:2]=[CH2:3].[H-].[Na+].Br[CH2:28][C:29]([C:31]1[CH:36]=[CH:35][C:34]([Br:37])=[CH:33][CH:32]=1)=[O:30].Cl, predict the reaction product. The product is: [CH2:10]([O:9][C:7](=[O:8])[C:6]([CH2:28][C:29]([C:31]1[CH:36]=[CH:35][C:34]([Br:37])=[CH:33][CH:32]=1)=[O:30])([CH2:13][C:14]1[CH:19]=[CH:18][CH:17]=[C:16]([C:20]([F:22])([F:23])[F:21])[CH:15]=1)[C:5]([O:4][CH2:1][CH:2]=[CH2:3])=[O:24])[CH:11]=[CH2:12]. (5) Given the reactants Br[C:2]1[N:7]=[CH:6][C:5]([C:8]([NH:10][CH2:11][C:12]2[CH:13]=[C:14]3[C:18](=[CH:19][CH:20]=2)[NH:17][C:16]([C:21]([F:24])([F:23])[F:22])=[CH:15]3)=[O:9])=[CH:4][CH:3]=1.[CH3:25][O:26][C:27]1[CH:32]=[CH:31][CH:30]=[CH:29][C:28]=1B(O)O.C(=O)([O-])[O-].[Cs+].[Cs+], predict the reaction product. The product is: [CH3:25][O:26][C:27]1[CH:32]=[CH:31][CH:30]=[CH:29][C:28]=1[C:2]1[N:7]=[CH:6][C:5]([C:8]([NH:10][CH2:11][C:12]2[CH:13]=[C:14]3[C:18](=[CH:19][CH:20]=2)[NH:17][C:16]([C:21]([F:24])([F:23])[F:22])=[CH:15]3)=[O:9])=[CH:4][CH:3]=1. (6) Given the reactants [O:1]=[C:2]1[CH2:9][CH2:8][CH2:7][N:6]([C:10]([O:12][C:13]([CH3:16])([CH3:15])[CH3:14])=[O:11])[CH2:5][CH2:4][CH:3]1C(OCC)=O.O.[OH-].[Li+], predict the reaction product. The product is: [O:1]=[C:2]1[CH2:9][CH2:8][CH2:7][N:6]([C:10]([O:12][C:13]([CH3:16])([CH3:15])[CH3:14])=[O:11])[CH2:5][CH2:4][CH2:3]1. (7) Given the reactants C([O:3][C:4](=[O:32])[CH2:5][C:6]1[N:14]2[C:9]([CH:10]=[C:11]([C:15]#[N:16])[CH:12]=[CH:13]2)=[C:8]([S:17][C:18]2[CH:23]=[CH:22][C:21]([S:24](=[O:30])(=[O:29])[NH:25][CH:26]3[CH2:28][CH2:27]3)=[CH:20][CH:19]=2)[C:7]=1[CH3:31])C.[OH-].[Na+], predict the reaction product. The product is: [C:15]([C:11]1[CH:12]=[CH:13][N:14]2[C:9]([CH:10]=1)=[C:8]([S:17][C:18]1[CH:23]=[CH:22][C:21]([S:24](=[O:30])(=[O:29])[NH:25][CH:26]3[CH2:27][CH2:28]3)=[CH:20][CH:19]=1)[C:7]([CH3:31])=[C:6]2[CH2:5][C:4]([OH:32])=[O:3])#[N:16]. (8) Given the reactants [CH3:1][O:2][C:3]1[CH:4]=[C:5]2[C:10](=[CH:11][C:12]=1[O:13][CH3:14])[N:9]=[CH:8][CH:7]=[C:6]2[O:15][C:16]1[C:22]([CH3:23])=[CH:21][C:19]([NH2:20])=[C:18]([CH3:24])[CH:17]=1.C(N(CC)CC)C.ClC(Cl)(O[C:36](=[O:42])OC(Cl)(Cl)Cl)Cl.[N:44]1([CH2:50][CH2:51][NH2:52])[CH2:49][CH2:48][CH2:47][CH2:46][CH2:45]1, predict the reaction product. The product is: [CH3:1][O:2][C:3]1[CH:4]=[C:5]2[C:10](=[CH:11][C:12]=1[O:13][CH3:14])[N:9]=[CH:8][CH:7]=[C:6]2[O:15][C:16]1[C:22]([CH3:23])=[CH:21][C:19]([NH:20][C:36]([NH:52][CH2:51][CH2:50][N:44]2[CH2:49][CH2:48][CH2:47][CH2:46][CH2:45]2)=[O:42])=[C:18]([CH3:24])[CH:17]=1.